From a dataset of Reaction yield outcomes from USPTO patents with 853,638 reactions. Predict the reaction yield, written as a fraction of the theoretical maximum amount of product (1.0 means a 100% yield; for example, 0.34 means a 34% yield). (1) The reactants are [CH3:1][N:2]1[CH:6]=[CH:5][CH:4]=[C:3]1[C:7]([O:9][CH2:10][CH3:11])=[O:8].[Al+3].[Cl-].[Cl-].[Cl-].[N+](C)([O-])=O.[CH3:20][O:21]C(Cl)Cl. The catalyst is ClCCCl. The product is [CH:20]([C:5]1[CH:4]=[C:3]([C:7]([O:9][CH2:10][CH3:11])=[O:8])[N:2]([CH3:1])[CH:6]=1)=[O:21]. The yield is 0.940. (2) The reactants are [OH-].[K+].Br[CH:4]([CH3:22])[C:5]([C:7]1[CH:12]=[C:11]([C:13]([CH3:16])([CH3:15])[CH3:14])[C:10]([OH:17])=[C:9]([C:18]([CH3:21])([CH3:20])[CH3:19])[CH:8]=1)=[O:6].Cl.O.[CH2:25]([OH:27])[CH3:26]. The catalyst is CN1CCCC1=O. The product is [C:18]([C:9]1[CH:8]=[C:7]([C:5](=[O:6])[CH:4]([O:27][CH2:25][CH3:26])[CH3:22])[CH:12]=[C:11]([C:13]([CH3:16])([CH3:15])[CH3:14])[C:10]=1[OH:17])([CH3:21])([CH3:20])[CH3:19]. The yield is 0.450. (3) The reactants are Br[C:2]1[CH:7]=[CH:6][C:5]([C:8]2[N:9]=[CH:10][N:11]([CH2:13][O:14][CH2:15][CH2:16][Si:17]([CH3:20])([CH3:19])[CH3:18])[CH:12]=2)=[CH:4][CH:3]=1.[B:21]1([B:21]2[O:25][C:24]([CH3:27])([CH3:26])[C:23]([CH3:29])([CH3:28])[O:22]2)[O:25][C:24]([CH3:27])([CH3:26])[C:23]([CH3:29])([CH3:28])[O:22]1.C([O-])(=O)C.[K+]. The catalyst is CN(C)C=O.C1C=CC(P(C2C=CC=CC=2)[C-]2C=CC=C2)=CC=1.C1C=CC(P(C2C=CC=CC=2)[C-]2C=CC=C2)=CC=1.Cl[Pd]Cl.[Fe+2]. The product is [CH3:28][C:23]1([CH3:29])[C:24]([CH3:27])([CH3:26])[O:25][B:21]([C:2]2[CH:7]=[CH:6][C:5]([C:8]3[N:9]=[CH:10][N:11]([CH2:13][O:14][CH2:15][CH2:16][Si:17]([CH3:20])([CH3:19])[CH3:18])[CH:12]=3)=[CH:4][CH:3]=2)[O:22]1. The yield is 0.620. (4) The reactants are [O:1]1[C:5]2([CH2:10][CH2:9][CH:8]([C:11]([O:13][CH2:14][CH3:15])=[O:12])[CH2:7][CH2:6]2)[O:4][CH2:3][CH2:2]1.C[Si]([N-][Si](C)(C)C)(C)C.[K+].[CH2:37](C(OC(Cl)[CH2:37][C:38]1[CH:43]=[CH:42][CH:41]=[CH:40][CH:39]=1)Cl)[C:38]1[CH:43]=[CH:42][CH:41]=[CH:40][CH:39]=1.[Cl-].[NH4+].[O:47]1CCC[CH2:48]1. No catalyst specified. The product is [CH2:37]([O:47][CH2:48][C:8]1([C:11]([O:13][CH2:14][CH3:15])=[O:12])[CH2:9][CH2:10][C:5]2([O:4][CH2:3][CH2:2][O:1]2)[CH2:6][CH2:7]1)[C:38]1[CH:39]=[CH:40][CH:41]=[CH:42][CH:43]=1. The yield is 0.360. (5) The reactants are C=O.[NH:3]1[CH2:8][CH2:7][O:6][CH2:5][CH2:4]1.[C:9]([C:11]1[CH:20]=[CH:19][C:18]2[NH:17][C:16](=[O:21])[C:15]3[NH:22][CH:23]=[CH:24][C:14]=3[C:13]=2[CH:12]=1)#[CH:10].[CH2:25]([C:27]([O-:29])=[O:28])[CH3:26].C(O)(=O)C. The catalyst is O1CCOCC1.[Cu](I)I. The product is [N:3]1([CH2:25][C:10]#[C:9][C:11]2[CH:20]=[CH:19][C:18]3[NH:17][C:16](=[O:21])[C:15]4[NH:22][CH:23]=[CH:24][C:14]=4[C:13]=3[CH:12]=2)[CH2:8][CH2:7][O:6][CH2:5][CH2:4]1.[CH2:25]([C:27]([O-:29])=[O:28])[CH3:26]. The yield is 0.0600. (6) The reactants are Br[CH2:2][C:3]1[CH:10]=[CH:9][C:6]([C:7]#[N:8])=[CH:5][CH:4]=1.[CH3:11][C:12]([O:15][C:16]([NH:18][C:19]([O:21][C:22]([CH3:25])([CH3:24])[CH3:23])=[O:20])=[O:17])([CH3:14])[CH3:13].C(=O)([O-])[O-].[Cs+].[Cs+]. The catalyst is C1COCC1.[I-].[Li+]. The product is [C:22]([O:21][C:19]([N:18]([CH2:2][C:3]1[CH:10]=[CH:9][C:6]([C:7]#[N:8])=[CH:5][CH:4]=1)[C:16]([O:15][C:12]([CH3:14])([CH3:13])[CH3:11])=[O:17])=[O:20])([CH3:25])([CH3:24])[CH3:23]. The yield is 0.830. (7) The reactants are [F:1][C:2]([F:15])([F:14])[C:3]1[CH:12]=[C:11](Br)[C:10]2[C:5](=[CH:6][CH:7]=[CH:8][CH:9]=2)[N:4]=1.[Li]CCCC.C(O[B:25]1[O:29][C:28]([CH3:31])([CH3:30])[C:27]([CH3:33])([CH3:32])[O:26]1)(C)C. The catalyst is C1COCC1. The product is [F:1][C:2]([F:15])([F:14])[C:3]1[CH:12]=[C:11]([B:25]2[O:29][C:28]([CH3:31])([CH3:30])[C:27]([CH3:33])([CH3:32])[O:26]2)[C:10]2[C:5](=[CH:6][CH:7]=[CH:8][CH:9]=2)[N:4]=1. The yield is 0.600.